This data is from NCI-60 drug combinations with 297,098 pairs across 59 cell lines. The task is: Regression. Given two drug SMILES strings and cell line genomic features, predict the synergy score measuring deviation from expected non-interaction effect. (1) Drug 1: C1=CC(=CC=C1CCCC(=O)O)N(CCCl)CCCl. Drug 2: CCC(=C(C1=CC=CC=C1)C2=CC=C(C=C2)OCCN(C)C)C3=CC=CC=C3.C(C(=O)O)C(CC(=O)O)(C(=O)O)O. Cell line: HS 578T. Synergy scores: CSS=13.5, Synergy_ZIP=-2.16, Synergy_Bliss=-1.59, Synergy_Loewe=-3.97, Synergy_HSA=-3.37. (2) Drug 1: C1=CC(=CC=C1CCC2=CNC3=C2C(=O)NC(=N3)N)C(=O)NC(CCC(=O)O)C(=O)O. Drug 2: COCCOC1=C(C=C2C(=C1)C(=NC=N2)NC3=CC=CC(=C3)C#C)OCCOC.Cl. Cell line: RPMI-8226. Synergy scores: CSS=40.1, Synergy_ZIP=2.51, Synergy_Bliss=0.476, Synergy_Loewe=-20.0, Synergy_HSA=0.545. (3) Drug 1: CS(=O)(=O)C1=CC(=C(C=C1)C(=O)NC2=CC(=C(C=C2)Cl)C3=CC=CC=N3)Cl. Drug 2: C1C(C(OC1N2C=NC3=C2NC=NCC3O)CO)O. Cell line: NCI-H460. Synergy scores: CSS=12.8, Synergy_ZIP=4.51, Synergy_Bliss=12.7, Synergy_Loewe=12.0, Synergy_HSA=12.9. (4) Drug 1: C1=CC(=C2C(=C1NCCNCCO)C(=O)C3=C(C=CC(=C3C2=O)O)O)NCCNCCO. Drug 2: C1CCC(C(C1)N)N.C(=O)(C(=O)[O-])[O-].[Pt+4]. Cell line: MOLT-4. Synergy scores: CSS=60.9, Synergy_ZIP=-1.46, Synergy_Bliss=-3.44, Synergy_Loewe=-8.93, Synergy_HSA=-1.73.